From a dataset of CYP1A2 inhibition data for predicting drug metabolism from PubChem BioAssay. Regression/Classification. Given a drug SMILES string, predict its absorption, distribution, metabolism, or excretion properties. Task type varies by dataset: regression for continuous measurements (e.g., permeability, clearance, half-life) or binary classification for categorical outcomes (e.g., BBB penetration, CYP inhibition). Dataset: cyp1a2_veith. The compound is C[C@@]12CCC(=O)C=C1CC[C@H]1[C@@H]3CC=C(CC(=O)O)[C@]3(C)CC(=O)[C@H]12. The result is 0 (non-inhibitor).